Dataset: Full USPTO retrosynthesis dataset with 1.9M reactions from patents (1976-2016). Task: Predict the reactants needed to synthesize the given product. (1) Given the product [C:19]([C@@H:18]([NH:22][C:2]1[C:11]([C:12]([OH:14])=[O:13])=[CH:10][C:9]2[C:4](=[CH:5][CH:6]=[C:7]([Cl:25])[CH:8]=2)[N:3]=1)[CH2:17][CH2:16][CH2:23][NH:24][C:2]1[C:11]([C:12]([OH:14])=[O:13])=[CH:10][C:9]2[C:4](=[CH:5][CH:6]=[C:7]([Cl:15])[CH:8]=2)[N:3]=1)([OH:21])=[O:20], predict the reactants needed to synthesize it. The reactants are: Cl[C:2]1[C:11]([C:12]([OH:14])=[O:13])=[CH:10][C:9]2[C:4](=[CH:5][CH:6]=[C:7]([Cl:15])[CH:8]=2)[N:3]=1.[CH2:16]([CH2:23][NH2:24])[CH2:17][C@H:18]([NH2:22])[C:19]([OH:21])=[O:20].[ClH:25]. (2) Given the product [F:1][C:2]1[CH:3]=[CH:4][C:5]([N:8]2[C:16]3[C:11](=[CH:12][C:13]([O:17][C@H:18]([C:22]4[CH:27]=[CH:26][CH:25]=[C:24]([O:28][CH3:29])[CH:23]=4)[C@@H:19]([NH:21][C:36]([C:33]4[CH:32]=[C:31]([CH3:30])[NH:35][N:34]=4)=[O:37])[CH3:20])=[CH:14][CH:15]=3)[CH:10]=[N:9]2)=[CH:6][CH:7]=1, predict the reactants needed to synthesize it. The reactants are: [F:1][C:2]1[CH:7]=[CH:6][C:5]([N:8]2[C:16]3[C:11](=[CH:12][C:13]([O:17][C@H:18]([C:22]4[CH:27]=[CH:26][CH:25]=[C:24]([O:28][CH3:29])[CH:23]=4)[C@@H:19]([NH2:21])[CH3:20])=[CH:14][CH:15]=3)[CH:10]=[N:9]2)=[CH:4][CH:3]=1.[CH3:30][C:31]1[NH:35][N:34]=[C:33]([C:36](O)=[O:37])[CH:32]=1. (3) Given the product [CH3:25][O:26][C:27]1[CH:28]=[CH:29][C:30]([C:33]2[CH:38]=[CH:37][C:36]([C:39]([NH:55][C@H:56]([C:65]([O:67][CH3:68])=[O:66])[CH2:57][C:58]([O:60][C:61]([CH3:63])([CH3:64])[CH3:62])=[O:59])=[O:41])=[C:35]([N+:42]([O-:44])=[O:43])[CH:34]=2)=[CH:31][CH:32]=1, predict the reactants needed to synthesize it. The reactants are: CN(C(ON1N=NC2C=CC=NC1=2)=[N+](C)C)C.F[P-](F)(F)(F)(F)F.[CH3:25][O:26][C:27]1[CH:32]=[CH:31][C:30]([C:33]2[CH:38]=[CH:37][C:36]([C:39]([OH:41])=O)=[C:35]([N+:42]([O-:44])=[O:43])[CH:34]=2)=[CH:29][CH:28]=1.C(N(CC)C(C)C)(C)C.Cl.[NH2:55][C@H:56]([C:65]([O:67][CH3:68])=[O:66])[CH2:57][C:58]([O:60][C:61]([CH3:64])([CH3:63])[CH3:62])=[O:59].C([O-])(O)=O.[Na+]. (4) Given the product [CH:13]1([C:2]2[CH:3]=[C:4]([F:12])[C:5]([N+:9]([O-:11])=[O:10])=[C:6]([F:8])[CH:7]=2)[CH2:15][CH2:14]1, predict the reactants needed to synthesize it. The reactants are: Br[C:2]1[CH:3]=[C:4]([F:12])[C:5]([N+:9]([O-:11])=[O:10])=[C:6]([F:8])[CH:7]=1.[CH:13]1(B(O)O)[CH2:15][CH2:14]1.[O-]P([O-])([O-])=O.[K+].[K+].[K+].[Na+].[Br-]. (5) Given the product [F:14][C:7]([F:15])([C:8]1[CH:13]=[CH:12][CH:11]=[CH:10][CH:9]=1)[CH2:6][CH2:5][OH:4], predict the reactants needed to synthesize it. The reactants are: C([O:4][CH2:5][CH2:6][C:7]([F:15])([F:14])[C:8]1[CH:13]=[CH:12][CH:11]=[CH:10][CH:9]=1)(=O)C.C(O)C.[OH-].[Na+]. (6) The reactants are: [CH3:1][C@H:2]1[CH2:7][NH:6][CH2:5][CH2:4][N:3]1[CH2:8][C:9]1[CH:10]=[C:11]([C:15]2[CH:20]=[CH:19][N:18]=[C:17](NCCC3C=CC=CC=3O)[N:16]=2)[CH:12]=[N:13][CH:14]=1.[Cl:31]C1N=C(C2C=C(CN3CCN(C(OC(C)(C)C)=O)C[C@@H]3C)C=NC=2)C=CN=1.[NH2:59][CH2:60][CH2:61][C:62]1[CH:67]=[CH:66][C:65]([OH:68])=[CH:64][CH:63]=1. Given the product [Cl:31][C:64]1[CH:63]=[C:62]([CH2:61][CH2:60][NH:59][C:17]2[N:16]=[C:15]([C:11]3[CH:12]=[N:13][CH:14]=[C:9]([CH2:8][N:3]4[CH2:4][CH2:5][NH:6][CH2:7][C@@H:2]4[CH3:1])[CH:10]=3)[CH:20]=[CH:19][N:18]=2)[CH:67]=[CH:66][C:65]=1[OH:68], predict the reactants needed to synthesize it. (7) Given the product [OH:3][C:4]1[CH:13]=[C:12]2[C:7]([CH:8]=[C:9]([CH3:15])[C:10](=[O:14])[NH:11]2)=[CH:6][CH:5]=1, predict the reactants needed to synthesize it. The reactants are: Br.C[O:3][C:4]1[CH:13]=[C:12]2[C:7]([CH:8]=[C:9]([CH3:15])[C:10](=[O:14])[NH:11]2)=[CH:6][CH:5]=1. (8) The reactants are: C[O:2][C:3]([C:5]1[C:13]2[C:8](=[CH:9][CH:10]=[CH:11][CH:12]=2)[N:7]([CH2:14][CH2:15][O:16][C:17]([F:20])([F:19])[F:18])[CH:6]=1)=[O:4]. Given the product [F:19][C:17]([F:18])([F:20])[O:16][CH2:15][CH2:14][N:7]1[C:8]2[C:13](=[CH:12][CH:11]=[CH:10][CH:9]=2)[C:5]([C:3]([OH:4])=[O:2])=[CH:6]1, predict the reactants needed to synthesize it. (9) Given the product [C:17]([O-:36])(=[O:35])[CH2:18][CH2:19][CH2:20][CH2:21][CH2:22][CH2:23][CH2:24]/[CH:25]=[CH:26]\[CH2:27][CH2:28][CH2:29][CH2:30][CH2:31][CH2:32][CH2:33][CH3:34].[Ag+:5], predict the reactants needed to synthesize it. The reactants are: C(=O)([O-])[O-].[Ag+2:5].[N+]([O-])([O-])=O.[Ag+].C(O)C(C)C.[Ag].[C:17]([OH:36])(=[O:35])[CH2:18][CH2:19][CH2:20][CH2:21][CH2:22][CH2:23][CH2:24]/[CH:25]=[CH:26]\[CH2:27][CH2:28][CH2:29][CH2:30][CH2:31][CH2:32][CH2:33][CH3:34].